This data is from Reaction yield outcomes from USPTO patents with 853,638 reactions. The task is: Predict the reaction yield, written as a fraction of the theoretical maximum amount of product (1.0 means a 100% yield; for example, 0.34 means a 34% yield). (1) The reactants are C(OC([N:8]([C:10]1([C@@H:13]2[CH2:17][CH2:16][NH:15][CH2:14]2)[CH2:12][CH2:11]1)[CH3:9])=O)(C)(C)C.C(N(CC)CC)C.F[C:26]1[CH:27]=[CH:28][C:29]2[C:39](=[O:40])[C:38]([C:41]([OH:43])=[O:42])=[CH:37][N:31]3[C@@H:32]([CH3:36])[CH2:33][O:34][C:35]=1[C:30]=23. The catalyst is CS(C)=O. The product is [CH3:36][C@@H:32]1[N:31]2[CH:37]=[C:38]([C:41]([OH:43])=[O:42])[C:39](=[O:40])[C:29]3[CH:28]=[CH:27][C:26]([N:15]4[CH2:16][CH2:17][C@@H:13]([C:10]5([NH:8][CH3:9])[CH2:11][CH2:12]5)[CH2:14]4)=[C:35]([C:30]=32)[O:34][CH2:33]1. The yield is 0.700. (2) The product is [F:39][C:40]1[C:41]([NH:48][C:49](=[O:54])[C:50]([CH3:52])([CH3:51])[CH3:53])=[C:42]([CH:46]([OH:47])[CH:22]([CH:23]2[CH2:24][CH2:25][N:26]([C:29]([O:31][C:32]([CH3:33])([CH3:35])[CH3:34])=[O:30])[CH2:27][CH2:28]2)[C:21]([O:20][CH3:19])=[O:36])[CH:43]=[CH:44][CH:45]=1. The reactants are C(NC(C)C)(C)C.C([Li])CCC.C1CCCCC1.[CH3:19][O:20][C:21](=[O:36])[CH2:22][CH:23]1[CH2:28][CH2:27][N:26]([C:29]([O:31][C:32]([CH3:35])([CH3:34])[CH3:33])=[O:30])[CH2:25][CH2:24]1.[H-].[Na+].[F:39][C:40]1[CH:45]=[CH:44][CH:43]=[C:42]([CH:46]=[O:47])[C:41]=1[NH:48][C:49](=[O:54])[C:50]([CH3:53])([CH3:52])[CH3:51]. The yield is 0.810. The catalyst is O1CCCC1. (3) The reactants are [NH2:1][C:2]1[C:7]([C:8]#[N:9])=[C:6]([CH2:10][CH:11]([CH3:13])[CH3:12])[N:5]=[C:4]([NH2:14])[CH:3]=1.N1C=CC=CC=1.[CH3:21][O:22][C:23]1[CH:24]=[C:25]([CH2:29][C:30](Cl)=[O:31])[CH:26]=[CH:27][CH:28]=1.O. The catalyst is C(Cl)Cl. The product is [NH2:1][C:2]1[C:7]([C:8]#[N:9])=[C:6]([CH2:10][CH:11]([CH3:12])[CH3:13])[N:5]=[C:4]([NH:14][C:30](=[O:31])[CH2:29][C:25]2[CH:26]=[CH:27][CH:28]=[C:23]([O:22][CH3:21])[CH:24]=2)[CH:3]=1. The yield is 0.230. (4) The reactants are [NH2:1][C:2]1[S:12][C:5]2[CH2:6][O:7][C:8]([CH3:11])([CH3:10])[CH2:9][C:4]=2[C:3]=1[C:13]([O:15][C:16]([CH3:19])([CH3:18])[CH3:17])=[O:14].[F:20][C:21]1[CH:31]=[CH:30][C:24]([C:25]([N:27]=[C:28]=[S:29])=[O:26])=[CH:23][CH:22]=1. The catalyst is C1COCC1. The product is [F:20][C:21]1[CH:31]=[CH:30][C:24]([C:25]([NH:27][C:28](=[S:29])[NH:1][C:2]2[S:12][C:5]3[CH2:6][O:7][C:8]([CH3:11])([CH3:10])[CH2:9][C:4]=3[C:3]=2[C:13]([O:15][C:16]([CH3:19])([CH3:18])[CH3:17])=[O:14])=[O:26])=[CH:23][CH:22]=1. The yield is 0.710. (5) The reactants are [CH3:1][O:2][CH2:3][CH2:4][O:5][C:6]1[CH:26]=[CH:25][C:9]([O:10][C:11]2[CH:16]=[C:15]([CH3:17])[C:14]([C:18]3[N:19]=[C:20]([NH2:23])[S:21][CH:22]=3)=[C:13]([CH3:24])[CH:12]=2)=[CH:8][CH:7]=1.C(N(CC)CC)C.Cl.[C:35](Cl)(=[O:42])[C:36]1[CH:41]=[CH:40][N:39]=[CH:38][CH:37]=1. The catalyst is C(Cl)Cl. The product is [CH3:1][O:2][CH2:3][CH2:4][O:5][C:6]1[CH:7]=[CH:8][C:9]([O:10][C:11]2[CH:16]=[C:15]([CH3:17])[C:14]([C:18]3[N:19]=[C:20]([NH:23][C:35](=[O:42])[C:36]4[CH:41]=[CH:40][N:39]=[CH:38][CH:37]=4)[S:21][CH:22]=3)=[C:13]([CH3:24])[CH:12]=2)=[CH:25][CH:26]=1. The yield is 0.560.